This data is from Forward reaction prediction with 1.9M reactions from USPTO patents (1976-2016). The task is: Predict the product of the given reaction. (1) Given the reactants [Cl:1][CH2:2][CH2:3][O:4][C:5]1[CH:6]=[C:7]2[C:12](=[CH:13][CH:14]=1)[N:11]=[CH:10][N:9]([C:15]1[CH:16]=[C:17]([CH:21]=[CH:22][C:23]=1[CH3:24])[C:18](O)=[O:19])[C:8]2=[O:25].C(Cl)(=O)C(Cl)=O.[CH2:32]([NH2:34])[CH3:33].C(N(CC)C(C)C)(C)C, predict the reaction product. The product is: [Cl:1][CH2:2][CH2:3][O:4][C:5]1[CH:6]=[C:7]2[C:12](=[CH:13][CH:14]=1)[N:11]=[CH:10][N:9]([C:15]1[CH:16]=[C:17]([CH:21]=[CH:22][C:23]=1[CH3:24])[C:18]([NH:34][CH2:32][CH3:33])=[O:19])[C:8]2=[O:25]. (2) Given the reactants [C:1]1([CH2:7][CH2:8][CH2:9][CH:10]([NH:20][C:21](=[O:32])[CH2:22][N:23](C(OC(C)(C)C)=O)[CH3:24])[CH2:11][CH2:12][CH2:13][C:14]2[CH:19]=[CH:18][CH:17]=[CH:16][CH:15]=2)[CH:6]=[CH:5][CH:4]=[CH:3][CH:2]=1.FC(F)(F)C(O)=O, predict the reaction product. The product is: [C:1]1([CH2:7][CH2:8][CH2:9][CH:10]([NH:20][C:21](=[O:32])[CH2:22][NH:23][CH3:24])[CH2:11][CH2:12][CH2:13][C:14]2[CH:15]=[CH:16][CH:17]=[CH:18][CH:19]=2)[CH:2]=[CH:3][CH:4]=[CH:5][CH:6]=1. (3) Given the reactants BrC1N=C(C(=O)NC)C(NC2C(C(F)(F)F)=CN=C(NC3C=CC(CP(=O)(O[C@@H](CCN4C=C(B5OC(C)(C)C(C)(C)O5)C=N4)C)OCC)=CC=3OC)N=2)=CC=1.[Br:57][C:58]1[N:63]=[C:62]([C:64](=[O:67])[NH:65][CH3:66])[C:61]([NH:68][C:69]2[C:74]([C:75]([F:78])([F:77])[F:76])=[CH:73][N:72]=[C:71]([NH:79][C:80]3[CH:91]=[CH:90][C:83]([CH2:84][CH2:85][CH2:86][PH:87](=[O:89])[OH:88])=[CH:82][C:81]=3[O:92][CH3:93])[N:70]=2)=[CH:60][CH:59]=1.[CH3:94][C:95]1([CH3:113])[C:99]([CH3:101])([CH3:100])[O:98][B:97]([C:102]2[CH:103]=[N:104][N:105]([CH2:107][C:108]3([CH2:111]O)[CH2:110][CH2:109]3)[CH:106]=2)[O:96]1, predict the reaction product. The product is: [Br:57][C:58]1[N:63]=[C:62]([C:64](=[O:67])[NH:65][CH3:66])[C:61]([NH:68][C:69]2[C:74]([C:75]([F:78])([F:76])[F:77])=[CH:73][N:72]=[C:71]([NH:79][C:80]3[CH:91]=[CH:90][C:83]([CH2:84][CH2:85][CH2:86][PH:87](=[O:88])[O:89][CH2:111][C:108]4([CH2:107][N:105]5[CH:106]=[C:102]([B:97]6[O:96][C:95]([CH3:113])([CH3:94])[C:99]([CH3:101])([CH3:100])[O:98]6)[CH:103]=[N:104]5)[CH2:110][CH2:109]4)=[CH:82][C:81]=3[O:92][CH3:93])[N:70]=2)=[CH:60][CH:59]=1. (4) Given the reactants [CH:1]1[C:14]2[N:13]([CH2:15][CH2:16][O:17][C:18]3[CH:23]=[CH:22][C:21]([CH2:24][CH:25]([O:38][CH2:39][CH3:40])[C:26](NC(C4C=CC=CC=4)CO)=[O:27])=[CH:20][CH:19]=3)[C:12]3[C:7](=[CH:8][CH:9]=[CH:10][CH:11]=3)[O:6][C:5]=2[CH:4]=[CH:3][CH:2]=1.S(=O)(=O)(O)[OH:42].C(=O)([O-])O.[Na+], predict the reaction product. The product is: [CH:11]1[C:12]2[N:13]([CH2:15][CH2:16][O:17][C:18]3[CH:23]=[CH:22][C:21]([CH2:24][C@@H:25]([O:38][CH2:39][CH3:40])[C:26]([OH:42])=[O:27])=[CH:20][CH:19]=3)[C:14]3[C:5](=[CH:4][CH:3]=[CH:2][CH:1]=3)[O:6][C:7]=2[CH:8]=[CH:9][CH:10]=1.